This data is from TCR-epitope binding with 47,182 pairs between 192 epitopes and 23,139 TCRs. The task is: Binary Classification. Given a T-cell receptor sequence (or CDR3 region) and an epitope sequence, predict whether binding occurs between them. (1) The epitope is GTITVEELK. The TCR CDR3 sequence is CASSPSRASGANVLTF. Result: 1 (the TCR binds to the epitope). (2) The epitope is FTYASALWEI. The TCR CDR3 sequence is CAWSGQVYGYTF. Result: 0 (the TCR does not bind to the epitope). (3) Result: 0 (the TCR does not bind to the epitope). The TCR CDR3 sequence is CASSATYGYTF. The epitope is TEKSNIIRGW. (4) The epitope is EIYKRWII. The TCR CDR3 sequence is CASSSPTDTQYF. Result: 0 (the TCR does not bind to the epitope).